From a dataset of Catalyst prediction with 721,799 reactions and 888 catalyst types from USPTO. Predict which catalyst facilitates the given reaction. (1) Reactant: C[O:2][C:3](=[O:13])[CH2:4][CH2:5][N:6]([CH3:12])[CH2:7][CH2:8][CH2:9][CH2:10][CH3:11].Br.[ClH:15]. Product: [CH3:12][N:6]([CH2:7][CH2:8][CH2:9][CH2:10][CH3:11])[CH2:5][CH2:4][C:3]([OH:13])=[O:2].[ClH:15]. The catalyst class is: 6. (2) Reactant: C([Mg]Cl)(C)C.I[C:7]1[CH:14]=[CH:13][C:10]([C:11]#[N:12])=[CH:9][CH:8]=1.[N:15]1[C:24]2[CH2:23][CH2:22][CH2:21][C:20](=[O:25])[C:19]=2[CH:18]=[N:17][CH:16]=1. Product: [OH:25][C:20]1([C:7]2[CH:14]=[CH:13][C:10]([C:11]#[N:12])=[CH:9][CH:8]=2)[CH2:21][CH2:22][CH2:23][C:24]2[N:15]=[CH:16][N:17]=[CH:18][C:19]1=2. The catalyst class is: 7.